This data is from Experimentally validated miRNA-target interactions with 360,000+ pairs, plus equal number of negative samples. The task is: Binary Classification. Given a miRNA mature sequence and a target amino acid sequence, predict their likelihood of interaction. (1) The miRNA is mmu-miR-1198-5p with sequence UAUGUGUUCCUGGCUGGCUUGG. The protein sequence of the target gene is MSWFNASQLSSFAKQALSQAQKSIDRVLDIQEEEPSAWAEAIPYGEPGISPPVSGGWDTSTWGLNSTSSEPQSPPTASQAITKPVRRTVVDESENFFSAFLSPSDAHTIQKSPVVSKPPSKSQRPEEEVKSSLQESSSPGQSRVSETAEVRDSVCVSGETSAVGTPSPVPEDKHEETAGEESEVKVPTVRLKASENVVNVNTTEDVSTTSTQSLTAETKDMALEPKEQKHEDRQSNTPSPPVSSFSSGTSTTSDIEVLDHESVISESSASSRQETSDAKSSLHLMQTSFQLLSASACPEY.... Result: 0 (no interaction). (2) The miRNA is hsa-miR-1-3p with sequence UGGAAUGUAAAGAAGUAUGUAU. The protein sequence of the target gene is MGGPRGAGWVAAGLLLGAGACYCIYRLTRGRRRGDRELGIRSSKSAGALEEGTSEGQLCGRSARPQTGGTWESQWSKTSQPEDLTDGSYDDVLNAEQLQKLLYLLESTEDPVIIERALITLGNNAAFSVNQAIIRELGGIPIVANKINHSNQSIKEKALNALNNLSVNVENQIKIKIYISQVCEDVFSGPLNSAVQLAGLTLLTNMTVTNDHQHMLHSYITDLFQVLLTGNGNTKVQVLKLLLNLSENPAMTEGLLRAQVDSSFLSLYDSHVAKEILLRVLTLFQNIKNCLKIEGHLAVQ.... Result: 1 (interaction). (3) The miRNA is gga-let-7a-5p with sequence UGAGGUAGUAGGUUGUAUAGUU. The protein sequence of the target gene is MALAMLVLVVSPWSAARGVLRNYWERLLRKLPQSRPGFPSPPWGPALAVQGPAMFTEPANDTSGSKENSSLLDSIFWMAAPKNRRTIEVNRCRRRNPQKLIKVKNNIDVCPECGHLKQKHVLCAYCYEKVCKETAEIRRQIGKQEGGPFKAPTIETVVLYTGETPSEQDQGKRIIERDRKRPSWFTQN. Result: 0 (no interaction).